This data is from Acute oral toxicity (LD50) regression data from Zhu et al.. The task is: Regression/Classification. Given a drug SMILES string, predict its toxicity properties. Task type varies by dataset: regression for continuous values (e.g., LD50, hERG inhibition percentage) or binary classification for toxic/non-toxic outcomes (e.g., AMES mutagenicity, cardiotoxicity, hepatotoxicity). Dataset: ld50_zhu. (1) The drug is N#CCCC[Si](Cl)(Cl)Cl. The rat oral LD50 is 1.85, given as -log10 of the dose in mol/kg body weight (higher means more acutely toxic). (2) The molecule is CCCSP(=O)(OCC)Oc1cnn(-c2ccc(Cl)cc2)c1. The rat oral LD50 is 3.18, given as -log10 of the dose in mol/kg body weight (higher means more acutely toxic). (3) The compound is C#CCOS(=O)OC(CC)COc1ccc(C(C)(C)CC)cc1. The rat oral LD50 is 2.23, given as -log10 of the dose in mol/kg body weight (higher means more acutely toxic). (4) The rat oral LD50 is 4.88, given as -log10 of the dose in mol/kg body weight (higher means more acutely toxic). The drug is COP(=O)(OC)Oc1ccc([N+](=O)[O-])cc1. (5) The drug is CC1(C)SC2C(NC(=O)C(C(=O)Oc3ccc4c(c3)CCC4)c3ccccc3)C(=O)N2C1C(=O)O. The rat oral LD50 is 2.39, given as -log10 of the dose in mol/kg body weight (higher means more acutely toxic). (6) The molecule is CCOP(=O)(CC)Oc1cc(C)nc(SCC)n1. The rat oral LD50 is 3.76, given as -log10 of the dose in mol/kg body weight (higher means more acutely toxic). (7) The compound is CCCCC(Cc1cc(C(C)(C)C)c(O)c(C(C)(C)C)c1)(C(=O)OC1CC(C)(C)N(C)C(C)(C)C1)C(=O)OC1CC(C)(C)N(C)C(C)(C)C1. The rat oral LD50 is 2.66, given as -log10 of the dose in mol/kg body weight (higher means more acutely toxic).